From a dataset of Forward reaction prediction with 1.9M reactions from USPTO patents (1976-2016). Predict the product of the given reaction. (1) Given the reactants COC(C1[CH:14]=[C:13](O)[C:12]2[C:7](=[C:8](OCC3C=CC=CC=3)[CH:9]=[C:10](Br)[CH:11]=2)N=1)=O.[CH3:25][O:26][C:27]([C:29]1[CH:38]=[C:37]([O:39][CH2:40][C:41]2[CH:46]=[CH:45][CH:44]=[CH:43][CH:42]=2)[C:36]2[C:31](=[C:32]([N+:48]([O-:50])=[O:49])[CH:33]=[C:34](Br)[CH:35]=2)[N:30]=1)=[O:28], predict the reaction product. The product is: [CH3:25][O:26][C:27]([C:29]1[CH:38]=[C:37]([O:39][CH2:40][C:41]2[CH:46]=[CH:45][CH:44]=[CH:43][CH:42]=2)[C:36]2[C:31](=[C:32]([N+:48]([O-:50])=[O:49])[CH:33]=[C:34]([C:14]#[C:13][C:12]3[CH:7]=[CH:8][CH:9]=[CH:10][CH:11]=3)[CH:35]=2)[N:30]=1)=[O:28]. (2) Given the reactants [CH:1]([C:3]1[C:8]2[O:9][C:10](=[O:23])[C:11]3[CH2:12][N:13]([C:17]([O:19][CH2:20][CH:21]=[CH2:22])=[O:18])[CH2:14][CH2:15][C:16]=3[C:7]=2[CH:6]=[CH:5][C:4]=1[OH:24])=[O:2].CCN(C(C)C)C(C)C.[CH3:34][O:35][CH2:36]Cl, predict the reaction product. The product is: [CH:1]([C:3]1[C:8]2[O:9][C:10](=[O:23])[C:11]3[CH2:12][N:13]([C:17]([O:19][CH2:20][CH:21]=[CH2:22])=[O:18])[CH2:14][CH2:15][C:16]=3[C:7]=2[CH:6]=[CH:5][C:4]=1[O:24][CH2:34][O:35][CH3:36])=[O:2]. (3) Given the reactants [CH:1]([CH:4]1[CH2:9][NH:8][C:7]2[CH:10]=[CH:11][CH:12]=[C:13]([CH:14]([CH3:16])[CH3:15])[C:6]=2[O:5]1)([CH3:3])[CH3:2].C(N(CC)CC)C.Cl[C:25]([CH2:27][CH2:28][C:29]([O:31][CH3:32])=[O:30])=[O:26], predict the reaction product. The product is: [CH3:32][O:31][C:29](=[O:30])[CH2:28][CH2:27][C:25]([N:8]1[C:7]2[CH:10]=[CH:11][CH:12]=[C:13]([CH:14]([CH3:16])[CH3:15])[C:6]=2[O:5][CH:4]([CH:1]([CH3:3])[CH3:2])[CH2:9]1)=[O:26]. (4) Given the reactants [NH:1]1[CH2:6][CH2:5][CH2:4][CH:3]([NH:7][C@@H:8]2[CH2:13][CH2:12][CH2:11][CH2:10][C@H:9]2[NH:14][C:15](=[O:21])[O:16][C:17]([CH3:20])([CH3:19])[CH3:18])[CH2:2]1.Br[C:23]1[CH:24]=[N:25][C:26]([C:29]([F:32])([F:31])[F:30])=[N:27][CH:28]=1, predict the reaction product. The product is: [F:30][C:29]([F:32])([F:31])[C:26]1[N:27]=[CH:28][C:23]([N:1]2[CH2:6][CH2:5][CH2:4][CH:3]([NH:7][C@@H:8]3[CH2:13][CH2:12][CH2:11][CH2:10][C@H:9]3[NH:14][C:15](=[O:21])[O:16][C:17]([CH3:18])([CH3:20])[CH3:19])[CH2:2]2)=[CH:24][N:25]=1. (5) Given the reactants C[O:2][C:3]1[CH:8]=[CH:7][C:6]([C:9]2[CH:14]=[CH:13][C:12]([N+:15]([O-:17])=[O:16])=[CH:11][CH:10]=2)=[CH:5][CH:4]=1.Br, predict the reaction product. The product is: [OH:2][C:3]1[CH:4]=[CH:5][C:6]([C:9]2[CH:14]=[CH:13][C:12]([N+:15]([O-:17])=[O:16])=[CH:11][CH:10]=2)=[CH:7][CH:8]=1. (6) Given the reactants Br[C:2]1[C:3]([NH2:22])=[N:4][CH:5]=[C:6]([C:8]2[CH:13]=[CH:12][C:11]([O:14][Si:15]([C:18]([CH3:21])([CH3:20])[CH3:19])([CH3:17])[CH3:16])=[CH:10][CH:9]=2)[N:7]=1.[C:23]1(/[CH:29]=[CH:30]/B(O)O)[CH:28]=[CH:27][CH:26]=[CH:25][CH:24]=1.C([O-])([O-])=O.[Na+].[Na+].O, predict the reaction product. The product is: [Si:15]([O:14][C:11]1[CH:12]=[CH:13][C:8]([C:6]2[N:7]=[C:2](/[CH:30]=[CH:29]/[C:23]3[CH:28]=[CH:27][CH:26]=[CH:25][CH:24]=3)[C:3]([NH2:22])=[N:4][CH:5]=2)=[CH:9][CH:10]=1)([C:18]([CH3:21])([CH3:20])[CH3:19])([CH3:17])[CH3:16]. (7) Given the reactants [Br:1][C:2]1[CH:10]=[CH:9][CH:8]=[C:7]2[C:3]=1[C:4]1([C:19]3[CH:20]=[C:21]([F:25])[C:22]([F:24])=[CH:23][C:18]=3[O:17][CH2:16]1)[C:5](=[O:15])[N:6]2[CH2:11][C:12]([OH:14])=O.C(Cl)(=O)C(Cl)=O.[F:32][C:33]1[CH:39]=[CH:38][CH:37]=[CH:36][C:34]=1[NH2:35].ClCCl, predict the reaction product. The product is: [Br:1][C:2]1[CH:10]=[CH:9][CH:8]=[C:7]2[C:3]=1[C:4]1([C:19]3[CH:20]=[C:21]([F:25])[C:22]([F:24])=[CH:23][C:18]=3[O:17][CH2:16]1)[C:5](=[O:15])[N:6]2[CH2:11][C:12]([NH:35][C:34]1[CH:36]=[CH:37][CH:38]=[CH:39][C:33]=1[F:32])=[O:14]. (8) Given the reactants NC(C=CC)C(O)=O.COC(=O)[C@H](CC(C)C)N.[CH2:19]([C@@H:23]1[NH:28][CH2:27][C@H:26]([CH2:29][CH:30](C)[CH3:31])[NH:25][C:24]1=[O:33])[CH:20]([CH3:22])[CH3:21], predict the reaction product. The product is: [CH2:19]([C@@H:23]1[NH:28][CH2:27][C@H:26]([CH:29]=[CH:30][CH3:31])[NH:25][C:24]1=[O:33])[CH:20]([CH3:22])[CH3:21]. (9) Given the reactants [CH3:1][O:2][C:3]([C@H:5]1[N:9]2[C:10](=[O:29])[CH:11]=[C:12]([CH2:22][CH2:23][CH2:24][CH2:25][CH2:26][CH2:27][CH3:28])[C:13]([C:14]3[CH:19]=[CH:18][C:17]([F:20])=[C:16]([F:21])[CH:15]=3)=[C:8]2S[CH2:6]1)=[O:4], predict the reaction product. The product is: [CH3:1][O:2][C:3](=[O:4])[C@@H:5]([N:9]1[CH:8]=[C:13]([C:14]2[CH:19]=[CH:18][C:17]([F:20])=[C:16]([F:21])[CH:15]=2)[C:12]([CH2:22][CH2:23][CH2:24][CH2:25][CH2:26][CH2:27][CH3:28])=[CH:11][C:10]1=[O:29])[CH3:6].